The task is: Regression. Given a peptide amino acid sequence and an MHC pseudo amino acid sequence, predict their binding affinity value. This is MHC class II binding data.. This data is from Peptide-MHC class II binding affinity with 134,281 pairs from IEDB. The peptide sequence is YDKFLANVSTVLTFK. The MHC is DRB1_0401 with pseudo-sequence DRB1_0401. The binding affinity (normalized) is 0.626.